From a dataset of Catalyst prediction with 721,799 reactions and 888 catalyst types from USPTO. Predict which catalyst facilitates the given reaction. (1) Reactant: [C:1]([O:5][C:6](=[O:21])[NH:7][CH2:8][C:9]1[CH:14]=[CH:13][CH:12]=[C:11]([CH:15]2[CH2:20][CH2:19][NH:18][CH2:17][CH2:16]2)[CH:10]=1)([CH3:4])([CH3:3])[CH3:2].C(N(CC)CC)C.[F:29][C:30]1[CH:35]=[CH:34][CH:33]=[CH:32][C:31]=1[C:36]#[C:37][C:38]1[O:42][C:41]([C:43](Cl)=[O:44])=[CH:40][CH:39]=1. Product: [C:1]([O:5][C:6](=[O:21])[NH:7][CH2:8][C:9]1[CH:14]=[CH:13][CH:12]=[C:11]([CH:15]2[CH2:20][CH2:19][N:18]([C:43]([C:41]3[O:42][C:38]([C:37]#[C:36][C:31]4[CH:32]=[CH:33][CH:34]=[CH:35][C:30]=4[F:29])=[CH:39][CH:40]=3)=[O:44])[CH2:17][CH2:16]2)[CH:10]=1)([CH3:4])([CH3:2])[CH3:3]. The catalyst class is: 2. (2) Reactant: [CH2:1]([O:8][C:9]([NH:11][C@H:12]1[CH2:17][CH2:16][CH2:15][C@@H:14]([C:18]([OH:20])=O)[CH2:13]1)=[O:10])[C:2]1[CH:7]=[CH:6][CH:5]=[CH:4][CH:3]=1.[N:21]1C=CC=CC=1.C(OC(OC(C)(C)C)=O)(OC(C)(C)C)=O.C(=O)(O)[O-].[NH4+]. Product: [C:18]([C@@H:14]1[CH2:15][CH2:16][CH2:17][C@H:12]([NH:11][C:9](=[O:10])[O:8][CH2:1][C:2]2[CH:7]=[CH:6][CH:5]=[CH:4][CH:3]=2)[CH2:13]1)(=[O:20])[NH2:21]. The catalyst class is: 12. (3) Reactant: [CH3:1][C@:2]1([CH2:56][O:57][C:58](=[O:65])[C:59]2[CH:64]=[CH:63][CH:62]=[CH:61][CH:60]=2)[O:28][C@@H:6]([O:7][C:8]2[CH:13]=[C:12]([CH2:14][O:15]C(=O)C)[CH:11]=[CH:10][C:9]=2[CH2:19][C:20]2[CH:25]=[CH:24][C:23]([CH2:26][CH3:27])=[CH:22][CH:21]=2)[C@H:5]([O:29][C:30](=[O:37])[C:31]2[CH:36]=[CH:35][CH:34]=[CH:33][CH:32]=2)[C@@H:4]([O:38][C:39](=[O:46])[C:40]2[CH:45]=[CH:44][CH:43]=[CH:42][CH:41]=2)[C@@H:3]1[O:47][C:48](=[O:55])[C:49]1[CH:54]=[CH:53][CH:52]=[CH:51][CH:50]=1.[OH-].[Na+].Cl. Product: [C:30]([O:29][C@@H:5]1[C@@H:4]([O:38][C:39](=[O:46])[C:40]2[CH:45]=[CH:44][CH:43]=[CH:42][CH:41]=2)[C@H:3]([O:47][C:48](=[O:55])[C:49]2[CH:50]=[CH:51][CH:52]=[CH:53][CH:54]=2)[C@@:2]([CH3:1])([CH2:56][O:57][C:58](=[O:65])[C:59]2[CH:64]=[CH:63][CH:62]=[CH:61][CH:60]=2)[O:28][C@H:6]1[O:7][C:8]1[CH:13]=[C:12]([CH2:14][OH:15])[CH:11]=[CH:10][C:9]=1[CH2:19][C:20]1[CH:21]=[CH:22][C:23]([CH2:26][CH3:27])=[CH:24][CH:25]=1)(=[O:37])[C:31]1[CH:32]=[CH:33][CH:34]=[CH:35][CH:36]=1. The catalyst class is: 71. (4) Reactant: Cl.[C:2]([C:4]1[CH:34]=[CH:33][C:7]([CH2:8][O:9][CH:10]([C:27]2[N:31]([CH3:32])[CH:30]=[N:29][CH:28]=2)[C:11]2[CH:16]=[C:15]([C:17]3[CH:22]=[CH:21][CH:20]=[CH:19][C:18]=3[CH:23]=[O:24])[C:14]([C:25]#[N:26])=[CH:13][CH:12]=2)=[CH:6][CH:5]=1)#[N:3].CC(C)=[O:37]. Product: [C:25]([C:14]1[CH:13]=[CH:12][C:11]([CH:10]([O:9][CH2:8][C:7]2[CH:33]=[CH:34][C:4]([C:2]#[N:3])=[CH:5][CH:6]=2)[C:27]2[N:31]([CH3:32])[CH:30]=[N:29][CH:28]=2)=[CH:16][C:15]=1[C:17]1[C:18]([C:23]([OH:37])=[O:24])=[CH:19][CH:20]=[CH:21][CH:22]=1)#[N:26]. The catalyst class is: 82. (5) Reactant: [Cl:1][C:2]1[CH:7]=[CH:6][C:5]([CH3:8])=[CH:4][C:3]=1[O:9][CH3:10].[Br:11]N1C(=O)CCC1=O.C(OOC(=O)C1C=CC=CC=1)(=O)C1C=CC=CC=1. Product: [Br:11][CH2:8][C:5]1[CH:6]=[CH:7][C:2]([Cl:1])=[C:3]([O:9][CH3:10])[CH:4]=1. The catalyst class is: 53. (6) Reactant: [F:1][C:2]1[CH:10]=[CH:9][CH:8]=[CH:7][C:3]=1[C:4]([OH:6])=O.[CH:11]1([C:16]2[S:20][C:19]([NH2:21])=[N:18][N:17]=2)[CH2:15][CH2:14][CH2:13][CH2:12]1.C(Cl)CCl.C1C=NC2N(O)N=NC=2C=1. Product: [CH:11]1([C:16]2[S:20][C:19]([NH:21][C:4](=[O:6])[C:3]3[CH:7]=[CH:8][CH:9]=[CH:10][C:2]=3[F:1])=[N:18][N:17]=2)[CH2:12][CH2:13][CH2:14][CH2:15]1. The catalyst class is: 2. (7) Reactant: [Cl:1][C:2]1[C:18]([C:19]2[CH:20]=[N:21][C:22]([C:27]([F:30])([F:29])[F:28])=[CH:23][C:24]=2[C:25]#[N:26])=[CH:17][C:5]([C:6]([NH:8][C:9]2[C:14]([CH3:15])=[CH:13][CH:12]=[CH:11][C:10]=2[CH3:16])=[O:7])=[C:4]([O:31][CH3:32])[CH:3]=1.[H-].[Na+].I[CH3:36]. Product: [Cl:1][C:2]1[C:18]([C:19]2[CH:20]=[N:21][C:22]([C:27]([F:29])([F:28])[F:30])=[CH:23][C:24]=2[C:25]#[N:26])=[CH:17][C:5]([C:6]([N:8]([C:9]2[C:10]([CH3:16])=[CH:11][CH:12]=[CH:13][C:14]=2[CH3:15])[CH3:36])=[O:7])=[C:4]([O:31][CH3:32])[CH:3]=1. The catalyst class is: 3. (8) Reactant: O.[ClH:2].[OH:3][C:4]([C:34]1[CH:39]=[CH:38][CH:37]=[CH:36][CH:35]=1)([C:28]1[CH:33]=[CH:32][CH:31]=[CH:30][CH:29]=1)[CH:5]1[CH2:10][CH2:9][N:8]([CH2:11][CH2:12][CH2:13][CH:14]([C:16]2[CH:21]=[CH:20][C:19]([C:22]([CH3:27])([CH3:26])[C:23]([OH:25])=[O:24])=[CH:18][CH:17]=2)[OH:15])[CH2:7][CH2:6]1.O. Product: [ClH:2].[OH:3][C:4]([C:34]1[CH:35]=[CH:36][CH:37]=[CH:38][CH:39]=1)([C:28]1[CH:29]=[CH:30][CH:31]=[CH:32][CH:33]=1)[CH:5]1[CH2:10][CH2:9][N:8]([CH2:11][CH2:12][CH2:13][CH:14]([C:16]2[CH:21]=[CH:20][C:19]([C:22]([CH3:27])([CH3:26])[C:23]([OH:25])=[O:24])=[CH:18][CH:17]=2)[OH:15])[CH2:7][CH2:6]1. The catalyst class is: 311. (9) Reactant: Cl.NO.C([N:6](CC)CC)C.[C:11]1([C:17]([C:34]2[CH:39]=[CH:38][CH:37]=[CH:36][CH:35]=2)([C:28]2[CH:33]=[CH:32][CH:31]=[CH:30][CH:29]=2)[N:18]2[CH:22]=[C:21]([CH:23]3[CH2:25][CH:24]3[CH:26]=O)[N:20]=[CH:19]2)[CH:16]=[CH:15][CH:14]=[CH:13][CH:12]=1.C1(=O)OC(=O)C2=CC=CC=C12. Product: [C:11]1([C:17]([C:34]2[CH:39]=[CH:38][CH:37]=[CH:36][CH:35]=2)([C:28]2[CH:33]=[CH:32][CH:31]=[CH:30][CH:29]=2)[N:18]2[CH:22]=[C:21]([C@@H:23]3[CH2:25][C@H:24]3[C:26]#[N:6])[N:20]=[CH:19]2)[CH:16]=[CH:15][CH:14]=[CH:13][CH:12]=1. The catalyst class is: 10. (10) Reactant: C[O:2][C:3]1[CH:4]=[CH:5][C:6]2[O:11][CH2:10][C:9](=[O:12])[NH:8][C:7]=2[C:13]=1[CH3:14].B(Br)(Br)Br. Product: [OH:2][C:3]1[CH:4]=[CH:5][C:6]2[O:11][CH2:10][C:9](=[O:12])[NH:8][C:7]=2[C:13]=1[CH3:14]. The catalyst class is: 2.